Dataset: NCI-60 drug combinations with 297,098 pairs across 59 cell lines. Task: Regression. Given two drug SMILES strings and cell line genomic features, predict the synergy score measuring deviation from expected non-interaction effect. (1) Cell line: A498. Synergy scores: CSS=13.9, Synergy_ZIP=-3.16, Synergy_Bliss=-0.174, Synergy_Loewe=-4.52, Synergy_HSA=-2.01. Drug 1: C1CCC(CC1)NC(=O)N(CCCl)N=O. Drug 2: CN1C2=C(C=C(C=C2)N(CCCl)CCCl)N=C1CCCC(=O)O.Cl. (2) Drug 1: CC1=C(C=C(C=C1)NC2=NC=CC(=N2)N(C)C3=CC4=NN(C(=C4C=C3)C)C)S(=O)(=O)N.Cl. Drug 2: CN(C)C1=NC(=NC(=N1)N(C)C)N(C)C. Cell line: NCI-H522. Synergy scores: CSS=0.746, Synergy_ZIP=1.12, Synergy_Bliss=1.98, Synergy_Loewe=-1.52, Synergy_HSA=-1.39. (3) Drug 1: C1=CC=C(C(=C1)C(C2=CC=C(C=C2)Cl)C(Cl)Cl)Cl. Drug 2: CC1CCCC2(C(O2)CC(NC(=O)CC(C(C(=O)C(C1O)C)(C)C)O)C(=CC3=CSC(=N3)C)C)C. Cell line: CAKI-1. Synergy scores: CSS=34.0, Synergy_ZIP=0.631, Synergy_Bliss=1.91, Synergy_Loewe=-22.0, Synergy_HSA=2.71. (4) Drug 1: COC1=CC(=CC(=C1O)OC)C2C3C(COC3=O)C(C4=CC5=C(C=C24)OCO5)OC6C(C(C7C(O6)COC(O7)C8=CC=CS8)O)O. Drug 2: COC1=C2C(=CC3=C1OC=C3)C=CC(=O)O2. Cell line: K-562. Synergy scores: CSS=49.8, Synergy_ZIP=8.38, Synergy_Bliss=6.04, Synergy_Loewe=-27.8, Synergy_HSA=5.83.